Dataset: Reaction yield outcomes from USPTO patents with 853,638 reactions. Task: Predict the reaction yield, written as a fraction of the theoretical maximum amount of product (1.0 means a 100% yield; for example, 0.34 means a 34% yield). (1) The reactants are [CH2:1]([N:3]1[C:9]2[N:10]=[CH:11][C:12]([CH2:14][CH2:15][O:16][C:17]3[CH:25]=[CH:24][C:20]([C:21](Cl)=[O:22])=[CH:19][C:18]=3[CH3:26])=[CH:13][C:8]=2[C:7](=[O:27])[N:6]([CH3:28])[C:5]2[CH:29]=[CH:30][CH:31]=[N:32][C:4]1=2)[CH3:2].[NH2:33][C:34]1[CH:39]=[CH:38][N:37]=[CH:36][CH:35]=1.CCN(CC)CC. The catalyst is C(Cl)Cl.CCOC(C)=O. The product is [CH2:1]([N:3]1[C:9]2[N:10]=[CH:11][C:12]([CH2:14][CH2:15][O:16][C:17]3[CH:25]=[CH:24][C:20]([C:21]([NH:33][C:34]4[CH:39]=[CH:38][N:37]=[CH:36][CH:35]=4)=[O:22])=[CH:19][C:18]=3[CH3:26])=[CH:13][C:8]=2[C:7](=[O:27])[N:6]([CH3:28])[C:5]2[CH:29]=[CH:30][CH:31]=[N:32][C:4]1=2)[CH3:2]. The yield is 1.00. (2) The reactants are [I:1][C:2]1[CH:3]=[C:4]([C:7]([NH:9][CH2:10]/[CH:11]=[CH:12]/[C:13]([O:15][CH2:16][CH3:17])=[O:14])=[O:8])[NH:5][CH:6]=1. The catalyst is C(#N)C. The product is [I:1][C:2]1[CH:3]=[C:4]2[C:7](=[O:8])[NH:9][CH2:10][CH:11]([CH2:12][C:13]([O:15][CH2:16][CH3:17])=[O:14])[N:5]2[CH:6]=1. The yield is 0.790.